From a dataset of Full USPTO retrosynthesis dataset with 1.9M reactions from patents (1976-2016). Predict the reactants needed to synthesize the given product. (1) Given the product [CH2:1]([O:3][C:4]([C:6]1[CH:11]=[N:10][C:9]([NH:12][C:42](=[O:43])[CH:41]([C:45]2[CH:50]=[CH:49][C:48]([S:51]([CH3:54])(=[O:53])=[O:52])=[CH:47][CH:46]=2)[CH2:40][C:37]2[CH:36]=[CH:35][C:34]([F:33])=[CH:39][CH:38]=2)=[CH:8][N:7]=1)=[O:5])[CH3:2], predict the reactants needed to synthesize it. The reactants are: [CH2:1]([O:3][C:4]([C:6]1[CH:11]=[N:10][C:9]([NH2:12])=[CH:8][N:7]=1)=[O:5])[CH3:2].COC(C1C=NC(N)=CN=1)=O.CCN(C(C)C)C(C)C.[F:33][C:34]1[CH:39]=[CH:38][C:37]([CH2:40][CH:41]([C:45]2[CH:50]=[CH:49][C:48]([S:51]([CH3:54])(=[O:53])=[O:52])=[CH:47][CH:46]=2)[C:42](O)=[O:43])=[CH:36][CH:35]=1.CCN=C=NCCCN(C)C.Cl.Cl. (2) Given the product [F:1][C:2]1[CH:10]=[CH:9][C:5]([C:6]([O:8][CH2:12][CH3:13])=[O:7])=[CH:4][C:3]=1[OH:11], predict the reactants needed to synthesize it. The reactants are: [F:1][C:2]1[CH:10]=[CH:9][C:5]([C:6]([OH:8])=[O:7])=[CH:4][C:3]=1[OH:11].[CH3:12][C:13]1C=CC(S(O)(=O)=O)=CC=1. (3) Given the product [Cl:26][C:27]1[N:28]=[C:29]([O:22][C:19]2[CH:20]=[CH:21][C:16]([CH2:15][C:12]3[CH:11]=[C:10]([C:9]4[C:4]([NH2:3])=[N:5][C:6]([NH2:23])=[CH:7][CH:8]=4)[O:14][N:13]=3)=[CH:17][CH:18]=2)[CH:30]=[N:31][CH:32]=1, predict the reactants needed to synthesize it. The reactants are: CO.[NH2:3][C:4]1[C:9]([C:10]2[O:14][N:13]=[C:12]([CH2:15][C:16]3[CH:21]=[CH:20][C:19]([OH:22])=[CH:18][CH:17]=3)[CH:11]=2)=[CH:8][CH:7]=[C:6]([NH2:23])[N:5]=1.[OH-].[Na+].[Cl:26][C:27]1[CH:32]=[N:31][CH:30]=[C:29](Cl)[N:28]=1. (4) Given the product [Cl:26][C:23]1[CH:24]=[CH:25][C:20]([CH:10]2[C:5]3[N:6]([CH:7]([CH3:9])[CH3:8])[C:2]([C:30]4[CH:31]=[CH:32][CH:33]=[CH:34][C:29]=4[O:28][CH3:27])=[CH:3][C:4]=3[C:12](=[O:13])[N:11]2[CH:14]2[CH2:19][CH2:18][O:17][CH2:16][CH2:15]2)=[CH:21][CH:22]=1, predict the reactants needed to synthesize it. The reactants are: Br[C:2]1[N:6]([CH:7]([CH3:9])[CH3:8])[C:5]2[CH:10]([C:20]3[CH:25]=[CH:24][C:23]([Cl:26])=[CH:22][CH:21]=3)[N:11]([CH:14]3[CH2:19][CH2:18][O:17][CH2:16][CH2:15]3)[C:12](=[O:13])[C:4]=2[CH:3]=1.[CH3:27][O:28][C:29]1[CH:34]=[CH:33][CH:32]=[CH:31][C:30]=1B(O)O.BrC1N(C(C)C)C2C(C3C=CC(Cl)=CC=3)N(C3C=C(Cl)C=CC=3C)C(=O)C=2C=1.C(C1C=CC(OC)=C(B(O)O)C=1)#N. (5) Given the product [NH2:8][C:9]1[CH:19]=[C:18]([CH:20]2[O:86][CH2:83][CH2:84][O:85]2)[C:17]([Br:24])=[CH:16][C:10]=1[C:11]([O:13][CH2:14][CH3:15])=[O:12], predict the reactants needed to synthesize it. The reactants are: CC(OC([N:8](C(OC(C)(C)C)=O)[C:9]1[CH:19]=[C:18]([CH2:20]C(Br)Br)[C:17]([Br:24])=[CH:16][C:10]=1[C:11]([O:13][CH2:14][CH3:15])=[O:12])=O)(C)C.CC(OC(N(C(OC(C)(C)C)=O)C1C=C(C=O)C(Br)=CC=1C(OCC)=O)=O)(C)C.CC(OC(NC1C=C(C=O)C(Br)=CC=1C(OCC)=O)=O)(C)C.[CH2:83]([OH:86])[CH2:84][OH:85].C1(C)C=CC(S(O)(=O)=O)=CC=1.C(=O)(O)[O-].[Na+].